Dataset: CYP2C9 inhibition data for predicting drug metabolism from PubChem BioAssay. Task: Regression/Classification. Given a drug SMILES string, predict its absorption, distribution, metabolism, or excretion properties. Task type varies by dataset: regression for continuous measurements (e.g., permeability, clearance, half-life) or binary classification for categorical outcomes (e.g., BBB penetration, CYP inhibition). Dataset: cyp2c9_veith. (1) The drug is COCCNC(=O)c1onc(CSc2ccc(Cl)cc2)c1C(=O)O. The result is 1 (inhibitor). (2) The compound is CS(=O)(=O)N1CCC2(CCCN(c3ncccn3)C2)CC1. The result is 0 (non-inhibitor). (3) The molecule is C[N+](C)(C)[C@H](Cc1c[nH]c(=S)[nH]1)C(=O)O. The result is 0 (non-inhibitor). (4) The compound is COc1ccccc1C(=O)NCCn1cc(SCC(=O)Nc2nnc(C)s2)c2ccccc21. The result is 1 (inhibitor). (5) The molecule is O[C@H](CNc1ccccn1)c1ccccc1. The result is 0 (non-inhibitor). (6) The drug is CCCCN1C(=O)/C(=c2\sc3nc(=O)c(-c4ccccc4)nn3c2=O)c2ccccc21. The result is 1 (inhibitor). (7) The drug is Cc1nn(Cc2ccccc2Cl)c(C)c1NC(=O)CCCn1nc(C)c([N+](=O)[O-])c1C. The result is 0 (non-inhibitor). (8) The drug is CN(Cc1cccc2ccccc12)Cc1cccc2ccccc12. The result is 0 (non-inhibitor). (9) The drug is Nc1nc2c(c(=O)[nH]1)N(C=O)[C@H](CNc1ccc(C(=O)N[C@@H](CCC(=O)[O-])C(=O)[O-])cc1)CN2.[Ca+2]. The result is 0 (non-inhibitor).